From a dataset of Choline transporter screen with 302,306 compounds. Binary Classification. Given a drug SMILES string, predict its activity (active/inactive) in a high-throughput screening assay against a specified biological target. (1) The compound is O=C(NC1CCC(CC1)C)COc1ccc(cc1)C(=O)c1ccccc1. The result is 0 (inactive). (2) The molecule is Fc1c(C(c2c(n(c(=O)n(c2=O)C)C)N)C[N+]([O-])=O)c(OC)ccc1. The result is 0 (inactive).